From a dataset of Forward reaction prediction with 1.9M reactions from USPTO patents (1976-2016). Predict the product of the given reaction. (1) Given the reactants [N:1]1[CH:6]=[CH:5][CH:4]=[CH:3][C:2]=1[CH2:7][O:8][C:9]1[CH:14]=[CH:13][C:12]([NH:15][C:16](=[O:24])OC2C=CC=CC=2)=[CH:11][N:10]=1.[Br:25][C:26]1[CH:27]=[C:28]2[C:32](=[CH:33][CH:34]=1)[NH:31][CH2:30][CH2:29]2, predict the reaction product. The product is: [Br:25][C:26]1[CH:27]=[C:28]2[C:32](=[CH:33][CH:34]=1)[N:31]([C:16](=[O:24])[NH:15][C:12]1[CH:13]=[CH:14][C:9]([O:8][CH2:7][C:2]3[CH:3]=[CH:4][CH:5]=[CH:6][N:1]=3)=[N:10][CH:11]=1)[CH2:30][CH2:29]2. (2) Given the reactants [NH:1]1[C:5](=[O:6])[CH2:4][CH2:3][C:2]1=[O:7].C([O-])([O-])=O.[K+].[K+].[CH2:14](Br)[C:15]1[CH:20]=[CH:19][CH:18]=[CH:17][CH:16]=1.O, predict the reaction product. The product is: [C:15]1([CH2:14][N:1]2[C:5](=[O:6])[CH2:4][CH2:3][C:2]2=[O:7])[CH:20]=[CH:19][CH:18]=[CH:17][CH:16]=1.